From a dataset of Full USPTO retrosynthesis dataset with 1.9M reactions from patents (1976-2016). Predict the reactants needed to synthesize the given product. (1) Given the product [CH3:1][O:2][C:3](=[O:16])[C:4]1[CH:9]=[C:8]([C:21]2[CH:22]=[N:17][CH:18]=[N:19][CH:20]=2)[C:7]([C:11]([F:14])([F:13])[F:12])=[CH:6][C:5]=1[NH2:15], predict the reactants needed to synthesize it. The reactants are: [CH3:1][O:2][C:3](=[O:16])[C:4]1[CH:9]=[C:8](I)[C:7]([C:11]([F:14])([F:13])[F:12])=[CH:6][C:5]=1[NH2:15].[N:17]1[CH:22]=[C:21](B(O)O)[CH:20]=[N:19][CH:18]=1.C(Cl)Cl.C([O-])([O-])=O.[Cs+].[Cs+]. (2) Given the product [CH3:1][O:2][C:3]([C:5]1[S:9][N:8]=[C:7]([C:10]2[CH:15]=[CH:14][C:13]([Cl:16])=[CH:12][CH:11]=2)[CH:6]=1)=[O:4], predict the reactants needed to synthesize it. The reactants are: [CH3:1][O:2][C:3]([C:5]1[S:9][N:8]=[C:7]([C:10]2[CH:15]=[CH:14][C:13]([Cl:16])=[CH:12][CH:11]=2)[C:6]=1N)=[O:4].N(OCCC(C)C)=O. (3) Given the product [Cl:1][C:2]1[CH:7]=[CH:6][CH:5]=[CH:4][C:3]=1[N:8]1[C:9]2[C:18]3[CH:17]=[C:16]([CH3:19])[CH:15]=[CH:14][C:13]=3[N:12]=[CH:11][C:10]=2[NH:20][C:24]1=[O:25], predict the reactants needed to synthesize it. The reactants are: [Cl:1][C:2]1[CH:7]=[CH:6][CH:5]=[CH:4][C:3]=1[NH:8][C:9]1[C:18]2[C:13](=[CH:14][CH:15]=[C:16]([CH3:19])[CH:17]=2)[N:12]=[CH:11][C:10]=1[NH2:20].NC1C=CC(C)=CC=1[C:24](O)=[O:25]. (4) Given the product [Cl:13][C:14]1[CH:15]=[C:16]([CH:36]=[C:37]([F:39])[CH:38]=1)[CH2:17][NH:18][C:19]([C:21]1([NH2:33])[CH2:25][CH2:24][N:23]([C:26]2[CH:31]=[CH:30][CH:29]=[CH:28][CH:27]=2)[C:22]1=[O:32])=[O:20], predict the reactants needed to synthesize it. The reactants are: CCN(CC)CC.C(S)(S)CC.[Cl:13][C:14]1[CH:15]=[C:16]([CH:36]=[C:37]([F:39])[CH:38]=1)[CH2:17][NH:18][C:19]([C:21]1([N:33]=[N+]=[N-])[CH2:25][CH2:24][N:23]([C:26]2[CH:31]=[CH:30][CH:29]=[CH:28][CH:27]=2)[C:22]1=[O:32])=[O:20].